This data is from Forward reaction prediction with 1.9M reactions from USPTO patents (1976-2016). The task is: Predict the product of the given reaction. (1) Given the reactants [F:1][C:2]([F:14])([F:13])[C:3]1[C:8]2[CH2:9]C(C#N)[C:7]=2[CH:6]=[CH:5][CH:4]=1.[OH-:15].[K+].[CH2:17]([OH:19])[CH3:18], predict the reaction product. The product is: [F:1][C:2]([F:14])([F:13])[C:3]1[C:8]2[CH2:9][CH:18]([C:17]([OH:15])=[O:19])[C:7]=2[CH:6]=[CH:5][CH:4]=1. (2) Given the reactants [CH2:1]([N:8]1[CH2:13][CH2:12][CH:11]([CH2:14][CH2:15][C:16]2[C:20]3[CH:21]=[CH:22][C:23]([O:29][CH2:30][C:31]4[CH:38]=[CH:37][C:34]([C:35]#[N:36])=[CH:33][CH:32]=4)=[C:24]([CH2:25][N:26]([CH3:28])[CH3:27])[C:19]=3[O:18][N:17]=2)[CH2:10][CH2:9]1)[C:2]1[CH:7]=[CH:6][CH:5]=[CH:4][CH:3]=1.[ClH:39], predict the reaction product. The product is: [ClH:39].[ClH:39].[CH2:1]([N:8]1[CH2:9][CH2:10][CH:11]([CH2:14][CH2:15][C:16]2[C:20]3[CH:21]=[CH:22][C:23]([O:29][CH2:30][C:31]4[CH:32]=[CH:33][C:34]([C:35]#[N:36])=[CH:37][CH:38]=4)=[C:24]([CH2:25][N:26]([CH3:27])[CH3:28])[C:19]=3[O:18][N:17]=2)[CH2:12][CH2:13]1)[C:2]1[CH:3]=[CH:4][CH:5]=[CH:6][CH:7]=1. (3) Given the reactants [CH3:1][CH:2]([CH3:9])[CH2:3][C:4](=[O:8])[C:5]([OH:7])=O.[NH:10]1[CH2:14][CH2:13][CH2:12][CH2:11]1, predict the reaction product. The product is: [CH3:9][CH:2]([CH3:1])[CH2:3][C:4](=[O:8])[C:5]([N:10]1[CH2:14][CH2:13][CH2:12][CH2:11]1)=[O:7].